Dataset: NCI-60 drug combinations with 297,098 pairs across 59 cell lines. Task: Regression. Given two drug SMILES strings and cell line genomic features, predict the synergy score measuring deviation from expected non-interaction effect. (1) Drug 1: C1=CC(=C2C(=C1NCCNCCO)C(=O)C3=C(C=CC(=C3C2=O)O)O)NCCNCCO. Drug 2: C1=NC2=C(N1)C(=S)N=C(N2)N. Cell line: M14. Synergy scores: CSS=47.4, Synergy_ZIP=-10.1, Synergy_Bliss=-6.17, Synergy_Loewe=-11.2, Synergy_HSA=-0.919. (2) Drug 1: CC1=C(N=C(N=C1N)C(CC(=O)N)NCC(C(=O)N)N)C(=O)NC(C(C2=CN=CN2)OC3C(C(C(C(O3)CO)O)O)OC4C(C(C(C(O4)CO)O)OC(=O)N)O)C(=O)NC(C)C(C(C)C(=O)NC(C(C)O)C(=O)NCCC5=NC(=CS5)C6=NC(=CS6)C(=O)NCCC[S+](C)C)O. Drug 2: C(CCl)NC(=O)N(CCCl)N=O. Cell line: SF-295. Synergy scores: CSS=53.1, Synergy_ZIP=0.0290, Synergy_Bliss=1.15, Synergy_Loewe=-9.84, Synergy_HSA=3.58. (3) Drug 1: C(=O)(N)NO. Drug 2: N.N.Cl[Pt+2]Cl. Cell line: NCIH23. Synergy scores: CSS=42.7, Synergy_ZIP=-1.70, Synergy_Bliss=-2.48, Synergy_Loewe=-23.3, Synergy_HSA=-1.35. (4) Drug 1: C1=C(C(=O)NC(=O)N1)N(CCCl)CCCl. Drug 2: CC(C1=C(C=CC(=C1Cl)F)Cl)OC2=C(N=CC(=C2)C3=CN(N=C3)C4CCNCC4)N. Cell line: IGROV1. Synergy scores: CSS=26.6, Synergy_ZIP=0.329, Synergy_Bliss=1.31, Synergy_Loewe=0.938, Synergy_HSA=1.76. (5) Drug 1: CCC(=C(C1=CC=CC=C1)C2=CC=C(C=C2)OCCN(C)C)C3=CC=CC=C3.C(C(=O)O)C(CC(=O)O)(C(=O)O)O. Drug 2: CC1CCC2CC(C(=CC=CC=CC(CC(C(=O)C(C(C(=CC(C(=O)CC(OC(=O)C3CCCCN3C(=O)C(=O)C1(O2)O)C(C)CC4CCC(C(C4)OC)O)C)C)O)OC)C)C)C)OC. Cell line: SNB-75. Synergy scores: CSS=7.50, Synergy_ZIP=-0.617, Synergy_Bliss=2.64, Synergy_Loewe=-1.68, Synergy_HSA=0.462. (6) Drug 1: CC1=C(C=C(C=C1)C(=O)NC2=CC(=CC(=C2)C(F)(F)F)N3C=C(N=C3)C)NC4=NC=CC(=N4)C5=CN=CC=C5. Drug 2: C(CCl)NC(=O)N(CCCl)N=O. Cell line: OVCAR-8. Synergy scores: CSS=1.50, Synergy_ZIP=1.53, Synergy_Bliss=2.36, Synergy_Loewe=-2.14, Synergy_HSA=-2.34. (7) Drug 1: CCC1=C2CN3C(=CC4=C(C3=O)COC(=O)C4(CC)O)C2=NC5=C1C=C(C=C5)O. Drug 2: C1CN1C2=NC(=NC(=N2)N3CC3)N4CC4. Cell line: 786-0. Synergy scores: CSS=45.3, Synergy_ZIP=-3.37, Synergy_Bliss=-0.148, Synergy_Loewe=-11.6, Synergy_HSA=3.24. (8) Drug 2: CCC(=C(C1=CC=CC=C1)C2=CC=C(C=C2)OCCN(C)C)C3=CC=CC=C3.C(C(=O)O)C(CC(=O)O)(C(=O)O)O. Drug 1: CN1CCC(CC1)COC2=C(C=C3C(=C2)N=CN=C3NC4=C(C=C(C=C4)Br)F)OC. Synergy scores: CSS=2.10, Synergy_ZIP=1.99, Synergy_Bliss=5.41, Synergy_Loewe=2.83, Synergy_HSA=3.01. Cell line: BT-549. (9) Drug 1: C1CN1P(=S)(N2CC2)N3CC3. Drug 2: CCC1(CC2CC(C3=C(CCN(C2)C1)C4=CC=CC=C4N3)(C5=C(C=C6C(=C5)C78CCN9C7C(C=CC9)(C(C(C8N6C=O)(C(=O)OC)O)OC(=O)C)CC)OC)C(=O)OC)O.OS(=O)(=O)O. Cell line: PC-3. Synergy scores: CSS=9.88, Synergy_ZIP=-8.54, Synergy_Bliss=-6.05, Synergy_Loewe=-24.9, Synergy_HSA=-6.08. (10) Drug 1: CCC1=CC2CC(C3=C(CN(C2)C1)C4=CC=CC=C4N3)(C5=C(C=C6C(=C5)C78CCN9C7C(C=CC9)(C(C(C8N6C)(C(=O)OC)O)OC(=O)C)CC)OC)C(=O)OC.C(C(C(=O)O)O)(C(=O)O)O. Drug 2: CC(CN1CC(=O)NC(=O)C1)N2CC(=O)NC(=O)C2. Cell line: SK-MEL-5. Synergy scores: CSS=30.2, Synergy_ZIP=-3.03, Synergy_Bliss=2.16, Synergy_Loewe=-11.1, Synergy_HSA=3.22.